This data is from Experimentally validated miRNA-target interactions with 360,000+ pairs, plus equal number of negative samples. The task is: Binary Classification. Given a miRNA mature sequence and a target amino acid sequence, predict their likelihood of interaction. (1) The miRNA is hsa-miR-3689a-5p with sequence UGUGAUAUCAUGGUUCCUGGGA. The protein sequence of the target gene is MSKSESPKEPEQLRKLFIGGLSFETTDESLRSHFEQWGTLTDCVVMRDPNTKRSRGFGFVTYATVEEVDAAMNARPHKVDGRVVEPKRAVSREDSQRPGAHLTVKKIFVGGIKEDTEEHHLRDYFEQYGKIEVIEIMTDRGSGKKRGFAFVTFDDHDSVDKIVIQKYHTVNGHNCEVRKALSKQEMASASSSQRGRSGSGNFGGGRGGGFGGNDNFGRGGNFSGRGGFGGSRGGGGYGGSGDGYNGFGNDGSNFGGGGSYNDFGNYNNQSSNFGPMKGGNFGGRSSGPYGGGGQYFAKPR.... Result: 0 (no interaction). (2) The miRNA is hsa-miR-342-3p with sequence UCUCACACAGAAAUCGCACCCGU. The protein sequence of the target gene is MKPLLLAVSLGLIAALQAHHLLASDEEIQDVSGTWYLKAMTVDREFPEMNLESVTPMTLTTLEGGNLEAKVTMLISGRCQEVKAVLEKTDEPGKYTADGGKHVAYIIRSHVKDHYIFYCEGELHGKPVRGVKLVGRDPKNNLEALEDFEKAAGARGLSTESILIPRQSETCSPGSD. Result: 0 (no interaction). (3) The miRNA is hsa-miR-4717-5p with sequence UAGGCCACAGCCACCCAUGUGU. The protein sequence of the target gene is MQEQEISFIFKYNEGLCMNIDSDSILMSILDMSLHQQMGSDRDLQSSTSSVSLPSVKKAPKQRRISIGSLFRRKKDSKRKSRELNGGVDGIASIESIHSEMCADKNSIFSTNTSSDNGLTSISKQIGDFIECPLCLLRHSKDRFPDIMTCHHRSCVDCLRQYLRIEISESRVNISCPECTERFNPHDIRLILSDDVLMEKYEEFMLRRWLVADPDCRWCPAPDCGYAVIAFGCASCPKLTCGREGCGTEFCYHCKQIWHPNQTCDAARQERAQSLRLRTIRSSSISYSQESGAAADDIKP.... Result: 0 (no interaction). (4) The miRNA is hsa-miR-2276-3p with sequence UCUGCAAGUGUCAGAGGCGAGG. The protein sequence of the target gene is MASDSGNQGTLCTLEFAVQMTCQSCVDAVRKSLQGVAGVQDVEVHLEDQMVLVHTTLPSQEVQALLEGTGRQAVLKGMGSGQLQNLGAAVAILGGPGTVQGVVRFLQLTPERCLIEGTIDGLEPGLHGLHVHQYGDLTNNCNSCGNHFNPDGASHGGPQDSDRHRGDLGNVRADADGRAIFRMEDEQLKVWDVIGRSLIIDEGEDDLGRGGHPLSKITGNSGERLACGIIARSAGLFQNPKQICSCDGLTIWEERGRPIAGKGRKESAQPPAHL. Result: 1 (interaction). (5) The miRNA is hsa-miR-6793-3p with sequence UCCCCAACCCCUGCCCGCAG. The protein sequence of the target gene is MALSMPLNGLKEEDKEPLIELFVKAGSDGESIGNCPFSQRLFMILWLKGVVFSVTTVDLKRKPADLQNLAPGTHPPFITFNSEVKTDVNKIEEFLEEVLCPPKYLKLSPKHPESNTAGMDIFAKFSAYIKNSRPEANEALERGLLKTLQKLDEYLNSPLPDEIDENSMEDIKFSTRRFLDGDEMTLADCNLLPKLHIVKVVAKKYRNFDIPKGMTGIWRYLTNAYSRDEFTNTCPSDKEVEIAYSDVAKRLTK. Result: 0 (no interaction).